This data is from Full USPTO retrosynthesis dataset with 1.9M reactions from patents (1976-2016). The task is: Predict the reactants needed to synthesize the given product. (1) Given the product [C:14]([C:13]([C:4]1[CH:3]=[C:24]([CH:7]=[C:6]([C:8]([C:9]#[N:10])([CH3:12])[CH3:11])[CH:5]=1)[C:23]([OH:26])=[O:25])([CH3:17])[CH3:16])#[N:15], predict the reactants needed to synthesize it. The reactants are: CC1[CH:3]=[C:4]([C:13]([CH3:17])([CH3:16])[C:14]#[N:15])[CH:5]=[C:6]([C:8]([CH3:12])([CH3:11])[C:9]#[N:10])[CH:7]=1.OS(O)(=O)=O.[C:23]([OH:26])(=[O:25])[CH3:24]. (2) The reactants are: C([N:5]([C@H:10]1[C@H:15]([C:16]2[CH:21]=[C:20]([F:22])[C:19]([F:23])=[CH:18][C:17]=2[F:24])[CH2:14][C:13](=O)[N:12](CC2C=CC=CC=2)[CH2:11]1)C(=O)OC)(C)(C)C.B.Cl.[C:46]([O:45][C:43](O[C:43]([O:45][C:46]([CH3:49])([CH3:48])[CH3:47])=[O:44])=[O:44])([CH3:49])([CH3:48])[CH3:47]. Given the product [C:46]([O:45][C:43](=[O:44])[NH:5][C@@H:10]1[C@@H:15]([C:16]2[CH:21]=[C:20]([F:22])[C:19]([F:23])=[CH:18][C:17]=2[F:24])[CH2:14][CH2:13][NH:12][CH2:11]1)([CH3:47])([CH3:48])[CH3:49], predict the reactants needed to synthesize it. (3) Given the product [Cl:1][C:2]1[CH:3]=[CH:4][C:5]2[N:11]3[C:34]([C:33]([F:44])([F:43])[F:32])=[N:30][N:31]=[C:10]3[C@@H:9]([CH2:13][C:14]([O:16][CH2:17][CH3:18])=[O:15])[O:8][C@H:7]([C:19]3[CH:24]=[CH:23][CH:22]=[C:21]([O:25][CH3:26])[C:20]=3[Cl:27])[C:6]=2[CH:28]=1, predict the reactants needed to synthesize it. The reactants are: [Cl:1][C:2]1[CH:3]=[CH:4][C:5]2[NH:11][C:10](=S)[C@@H:9]([CH2:13][C:14]([O:16][CH2:17][CH3:18])=[O:15])[O:8][C@H:7]([C:19]3[CH:24]=[CH:23][CH:22]=[C:21]([O:25][CH3:26])[C:20]=3[Cl:27])[C:6]=2[CH:28]=1.O.[NH2:30][NH2:31].[F:32][C:33]([F:44])([F:43])[C:34](O[C:34](=O)[C:33]([F:44])([F:43])[F:32])=O.FC(F)(F)C(O)=O. (4) Given the product [Cl:3][C:4]1[CH:8]=[CH:7][NH:6][C:5]=1[C:9]([OH:11])=[O:10], predict the reactants needed to synthesize it. The reactants are: [Li+].[OH-].[Cl:3][C:4]1[CH:8]=[CH:7][NH:6][C:5]=1[C:9]([O:11]C)=[O:10].C1COCC1.Cl. (5) The reactants are: [CH2:1]([O:3][C:4]([C:6]1[C:10]([C:11]2([C:17]3[CH:22]=[CH:21][CH:20]=[C:19]([Cl:23])[CH:18]=3)[S:16][CH2:15][CH2:14][CH2:13][S:12]2)=[CH:9][S:8][C:7]=1[NH2:24])=[O:5])[CH3:2].[C:25]1(=O)[O:30][C:28](=[O:29])[C:27]2=[CH:31][CH:32]=[CH:33][CH:34]=[C:26]12. Given the product [CH2:1]([O:3][C:4]([C:6]1[C:10]([C:11]2([C:17]3[CH:22]=[CH:21][CH:20]=[C:19]([Cl:23])[CH:18]=3)[S:12][CH2:13][CH2:14][CH2:15][S:16]2)=[CH:9][S:8][C:7]=1[N:24]1[C:28](=[O:29])[C:27]2[C:26](=[CH:34][CH:33]=[CH:32][CH:31]=2)[C:25]1=[O:30])=[O:5])[CH3:2], predict the reactants needed to synthesize it.